From a dataset of Full USPTO retrosynthesis dataset with 1.9M reactions from patents (1976-2016). Predict the reactants needed to synthesize the given product. Given the product [Cl:1][C:2]1[CH:7]=[CH:6][C:5]([C:8]2[N:13]=[C:12]([C:14]([NH:31][CH2:30][C:25]3[CH:26]=[CH:27][CH:28]=[CH:29][N:24]=3)=[O:16])[CH:11]=[N:10][C:9]=2[O:17][C@@H:18]([CH3:23])[C:19]([F:21])([F:20])[F:22])=[CH:4][CH:3]=1, predict the reactants needed to synthesize it. The reactants are: [Cl:1][C:2]1[CH:7]=[CH:6][C:5]([C:8]2[N:13]=[C:12]([C:14]([OH:16])=O)[CH:11]=[N:10][C:9]=2[O:17][C@@H:18]([CH3:23])[C:19]([F:22])([F:21])[F:20])=[CH:4][CH:3]=1.[N:24]1[CH:29]=[CH:28][CH:27]=[CH:26][C:25]=1[CH2:30][NH2:31].